Dataset: HIV replication inhibition screening data with 41,000+ compounds from the AIDS Antiviral Screen. Task: Binary Classification. Given a drug SMILES string, predict its activity (active/inactive) in a high-throughput screening assay against a specified biological target. The molecule is CC(=O)CCC1(c2ccccc2)OC(=O)C(C#N)=C1c1ccccc1. The result is 0 (inactive).